Dataset: Full USPTO retrosynthesis dataset with 1.9M reactions from patents (1976-2016). Task: Predict the reactants needed to synthesize the given product. (1) The reactants are: Cl.[Cl:2][C:3]1[CH:4]=[C:5]([C:8]2[O:12][N:11]=[C:10]([C@H:13]3[CH2:18][CH2:17][CH2:16][NH:15][CH2:14]3)[N:9]=2)[NH:6][CH:7]=1.[F:19][C:20]1[CH:28]=[CH:27][C:23]([C:24](O)=[O:25])=[CH:22][N:21]=1. Given the product [Cl:2][C:3]1[CH:4]=[C:5]([C:8]2[O:12][N:11]=[C:10]([C@H:13]3[CH2:18][CH2:17][CH2:16][N:15]([C:24]([C:23]4[CH:22]=[N:21][C:20]([F:19])=[CH:28][CH:27]=4)=[O:25])[CH2:14]3)[N:9]=2)[NH:6][CH:7]=1, predict the reactants needed to synthesize it. (2) Given the product [N:21]1([CH2:2][CH2:3][C:4]2[CH:9]=[CH:8][C:7]([O:10][C:11](=[O:20])[N:12]([CH3:19])[C:13]3[CH:18]=[CH:17][CH:16]=[CH:15][CH:14]=3)=[CH:6][CH:5]=2)[CH:25]=[N:24][N:23]=[N:22]1, predict the reactants needed to synthesize it. The reactants are: O[CH2:2][CH2:3][C:4]1[CH:9]=[CH:8][C:7]([O:10][C:11](=[O:20])[N:12]([CH3:19])[C:13]2[CH:18]=[CH:17][CH:16]=[CH:15][CH:14]=2)=[CH:6][CH:5]=1.[NH:21]1[CH:25]=[N:24][N:23]=[N:22]1. (3) Given the product [CH2:1]([O:8][C:9]1[CH:14]=[CH:13][C:12]([C:15]2[O:25][C:33]([CH3:39])([CH3:38])[C:34](=[O:35])[C:16]=2[C:17]2[CH:18]=[CH:19][C:20]([O:23][CH3:24])=[CH:21][CH:22]=2)=[CH:11][CH:10]=1)[C:2]1[CH:3]=[CH:4][CH:5]=[CH:6][CH:7]=1, predict the reactants needed to synthesize it. The reactants are: [CH2:1]([O:8][C:9]1[CH:14]=[CH:13][C:12]([C:15](=[O:25])[CH2:16][C:17]2[CH:22]=[CH:21][C:20]([O:23][CH3:24])=[CH:19][CH:18]=2)=[CH:11][CH:10]=1)[C:2]1[CH:7]=[CH:6][CH:5]=[CH:4][CH:3]=1.CC([O-])(C)C.[K+].Br[C:33]([CH3:39])([CH3:38])[C:34](C#N)=[O:35]. (4) Given the product [C:1]([CH2:3][C:4]1[CH:5]=[CH:6][C:7]([CH2:8][C:9]2([CH2:22][N:23]([C@@H:24]3[CH2:26][C@H:25]3[C:27]3[CH:32]=[CH:31][CH:30]=[CH:29][CH:28]=3)[C:46](=[O:47])[C:45]([F:56])([F:55])[F:44])[CH2:14][CH2:13][N:12]([C:15]([O:17][C:18]([CH3:20])([CH3:19])[CH3:21])=[O:16])[CH2:11][CH2:10]2)=[CH:33][CH:34]=1)#[N:2], predict the reactants needed to synthesize it. The reactants are: [C:1]([CH2:3][C:4]1[CH:34]=[CH:33][C:7]([CH2:8][C:9]2([CH2:22][NH:23][C@@H:24]3[CH2:26][C@H:25]3[C:27]3[CH:32]=[CH:31][CH:30]=[CH:29][CH:28]=3)[CH2:14][CH2:13][N:12]([C:15]([O:17][C:18]([CH3:21])([CH3:20])[CH3:19])=[O:16])[CH2:11][CH2:10]2)=[CH:6][CH:5]=1)#[N:2].C(N(CC)C(C)C)(C)C.[F:44][C:45]([F:56])([F:55])[C:46](O[C:46](=[O:47])[C:45]([F:56])([F:55])[F:44])=[O:47]. (5) Given the product [C:32]([O:1][CH2:2][CH2:3][N:4]1[CH2:9][CH2:8][CH2:7][CH:6]([N:10]2[C:21]3=[C:22]4[C:17](=[CH:18][CH:19]=[CH:20]3)[CH:16]=[N:15][CH:14]=[C:13]4[CH2:12][CH2:11]2)[CH2:5]1)(=[O:37])[C:33]([CH3:36])([CH3:35])[CH3:34], predict the reactants needed to synthesize it. The reactants are: [OH:1][CH2:2][CH2:3][N:4]1[CH2:9][CH2:8][CH2:7][CH:6]([N:10]2[C:21]3=[C:22]4[C:17](=[CH:18][CH:19]=[CH:20]3)[CH:16]=[N:15][CH:14]=[C:13]4[CH2:12][CH2:11]2)[CH2:5]1.C(N(CC)C(C)C)(C)C.[C:32](O[C:32](=[O:37])[C:33]([CH3:36])([CH3:35])[CH3:34])(=[O:37])[C:33]([CH3:36])([CH3:35])[CH3:34].